Dataset: Catalyst prediction with 721,799 reactions and 888 catalyst types from USPTO. Task: Predict which catalyst facilitates the given reaction. Reactant: F[C:2](F)(F)[C:3]([O-])=[O:4].[Cl:8][C:9]1[CH:17]=[C:16]2[C:12]([CH:13]=[C:14]([C:20](=[O:37])[NH:21][CH:22]([C:27]3[CH:32]=[CH:31][CH:30]=[C:29]([C:33]([F:36])([F:35])[F:34])[CH:28]=3)[C:23]([F:26])([F:25])[F:24])[N:15]2[CH2:18][CH3:19])=[CH:11][C:10]=1[CH2:38][NH3+:39].C(N(CC)CC)C.C(OC(=O)C)(=O)C.C(OCC)(=O)C. Product: [C:3]([NH:39][CH2:38][C:10]1[CH:11]=[C:12]2[C:16](=[CH:17][C:9]=1[Cl:8])[N:15]([CH2:18][CH3:19])[C:14]([C:20]([NH:21][CH:22]([C:27]1[CH:32]=[CH:31][CH:30]=[C:29]([C:33]([F:34])([F:35])[F:36])[CH:28]=1)[C:23]([F:25])([F:24])[F:26])=[O:37])=[CH:13]2)(=[O:4])[CH3:2]. The catalyst class is: 119.